This data is from Forward reaction prediction with 1.9M reactions from USPTO patents (1976-2016). The task is: Predict the product of the given reaction. (1) Given the reactants [S:1]1[C:5]2=[N:6][CH:7]=[CH:8][CH:9]=[C:4]2[CH:3]=[C:2]1C(O)=O.C([N:16]([CH2:20]C)C(C)C)(C)C.C1(P(N=[N+]=[N-])(C2C=CC=CC=2)=[O:29])C=CC=CC=1.[C:39]([OH:43])([CH3:42])([CH3:41])[CH3:40], predict the reaction product. The product is: [C:39]([O:43][C:20](=[O:29])[NH:16][C:2]1[S:1][C:5]2=[N:6][CH:7]=[CH:8][CH:9]=[C:4]2[CH:3]=1)([CH3:42])([CH3:41])[CH3:40]. (2) Given the reactants [C:1]([Si:5]([CH3:23])([CH3:22])[O:6][CH:7]([CH:19]1[CH2:21][CH2:20]1)[CH2:8][O:9][C:10]1[C:11](Cl)=[N:12][C:13]([Cl:17])=[N:14][C:15]=1[Cl:16])([CH3:4])([CH3:3])[CH3:2].C(N(CC)CC)C.[NH:31]1[CH2:36][CH2:35][O:34][CH2:33][CH2:32]1, predict the reaction product. The product is: [C:1]([Si:5]([CH3:22])([CH3:23])[O:6][CH:7]([CH:19]1[CH2:21][CH2:20]1)[CH2:8][O:9][C:10]1[C:11]([N:31]2[CH2:36][CH2:35][O:34][CH2:33][CH2:32]2)=[N:12][C:13]([Cl:17])=[N:14][C:15]=1[Cl:16])([CH3:3])([CH3:2])[CH3:4]. (3) The product is: [CH:1]1[C:10]2[N:9]3[CH2:11][CH2:12][CH2:13][CH2:14][CH2:15][CH:8]3[CH2:7][N:6]3[CH2:16][CH2:17][NH:18][CH2:22][C:4]([C:5]=23)=[CH:3][CH:2]=1. Given the reactants [CH:1]1[C:10]2[N:9]3[CH2:11][CH2:12][CH2:13][CH2:14][CH2:15][CH:8]3[CH2:7][N:6]([CH2:16][CH2:17][NH2:18])[C:5]=2[CH:4]=[CH:3][CH:2]=1.C=O.F[C:22](F)(F)C(O)=O, predict the reaction product. (4) Given the reactants [Cl:1][C:2]1[CH:7]=[CH:6][C:5]([C@H:8]2[N:15]3[C:11]([S:12][C:13]([C:19]([N:21]4[C@H:28]([CH2:29][CH3:30])[CH2:27][CH2:26][C@H:22]4[C:23](O)=[O:24])=[O:20])=[C:14]3[CH:16]([CH3:18])[CH3:17])=[N:10][C@:9]2([C:32]2[CH:37]=[CH:36][C:35]([Cl:38])=[CH:34][CH:33]=2)[CH3:31])=[CH:4][CH:3]=1.[CH3:39][C:40]1([CH3:48])[O:47][C@H:43]2[CH2:44][NH:45][CH2:46][C@H:42]2[O:41]1, predict the reaction product. The product is: [Cl:1][C:2]1[CH:3]=[CH:4][C:5]([C@H:8]2[N:15]3[C:11]([S:12][C:13]([C:19]([N:21]4[C@H:28]([CH2:29][CH3:30])[CH2:27][CH2:26][C@H:22]4[C:23]([N:45]4[CH2:46][C@H:42]5[O:41][C:40]([CH3:48])([CH3:39])[O:47][C@H:43]5[CH2:44]4)=[O:24])=[O:20])=[C:14]3[CH:16]([CH3:18])[CH3:17])=[N:10][C@:9]2([C:32]2[CH:33]=[CH:34][C:35]([Cl:38])=[CH:36][CH:37]=2)[CH3:31])=[CH:6][CH:7]=1. (5) Given the reactants [C:1]([C:5]1[O:9][C:8]([C@@H:10]2[C@@H:14]3[O:15]C(C)(C)[O:17][C@H:13]3[C@H:12]([N:20]3[CH:28]=[N:27][C:26]4[C:21]3=[N:22][CH:23]=[N:24][C:25]=4[NH:29][C:30]3[CH:35]=[CH:34][C:33]([Cl:36])=[CH:32][C:31]=3[F:37])[O:11]2)=[N:7][N:6]=1)([CH3:4])([CH3:3])[CH3:2].O, predict the reaction product. The product is: [C:1]([C:5]1[O:9][C:8]([C@@H:10]2[C@@H:14]([OH:15])[C@@H:13]([OH:17])[C@H:12]([N:20]3[CH:28]=[N:27][C:26]4[C:21]3=[N:22][CH:23]=[N:24][C:25]=4[NH:29][C:30]3[CH:35]=[CH:34][C:33]([Cl:36])=[CH:32][C:31]=3[F:37])[O:11]2)=[N:7][N:6]=1)([CH3:4])([CH3:2])[CH3:3]. (6) Given the reactants [CH3:1][C:2]1[CH:7]=[C:6]([CH3:8])[CH:5]=[CH:4][C:3]=1[S:9][C:10]1[CH:15]=[CH:14][C:13]([C:16]2[CH:21]=[CH:20][C:19]([CH2:22][CH2:23][C:24]3([NH:32]C(=O)C)[CH2:29][O:28]C(C)(C)[O:26][CH2:25]3)=[CH:18][CH:17]=2)=[C:12]([F:36])[CH:11]=1.Cl, predict the reaction product. The product is: [NH2:32][C:24]([CH2:23][CH2:22][C:19]1[CH:18]=[CH:17][C:16]([C:13]2[CH:14]=[CH:15][C:10]([S:9][C:3]3[CH:4]=[CH:5][C:6]([CH3:8])=[CH:7][C:2]=3[CH3:1])=[CH:11][C:12]=2[F:36])=[CH:21][CH:20]=1)([CH2:29][OH:28])[CH2:25][OH:26].